From a dataset of Full USPTO retrosynthesis dataset with 1.9M reactions from patents (1976-2016). Predict the reactants needed to synthesize the given product. (1) Given the product [C:22]([CH2:23][CH2:25][O:15][C:14](=[O:16])[C@H:9]([CH2:10][CH2:11][CH2:12][CH3:13])[NH:8][C:6]([O:5][CH2:1][CH2:2][CH2:3][CH3:4])=[O:7])#[N:19], predict the reactants needed to synthesize it. The reactants are: [CH2:1]([O:5][C:6]([NH:8][C@H:9]([C:14]([OH:16])=[O:15])[CH2:10][CH2:11][CH2:12][CH3:13])=[O:7])[CH2:2][CH2:3][CH3:4].CC[N:19]([CH2:22][CH3:23])CC.Cl[CH2:25]C#N. (2) Given the product [NH2:4][C:5]1[C:6]2[C:31]([CH3:37])([C:32]([NH2:1])=[O:34])[C:30](=[O:38])[NH:29][C:7]=2[N:8]=[C:9]([C:11]2[C:19]3[C:14](=[N:15][CH:16]=[CH:17][CH:18]=3)[N:13]([CH2:20][CH2:21][C:22]([F:27])([F:28])[C:23]([F:26])([F:25])[F:24])[N:12]=2)[N:10]=1, predict the reactants needed to synthesize it. The reactants are: [NH3:1].CO.[NH2:4][C:5]1[C:6]2[C:31]([CH3:37])([C:32]([O:34]CC)=O)[C:30](=[O:38])[NH:29][C:7]=2[N:8]=[C:9]([C:11]2[C:19]3[C:14](=[N:15][CH:16]=[CH:17][CH:18]=3)[N:13]([CH2:20][CH2:21][C:22]([F:28])([F:27])[C:23]([F:26])([F:25])[F:24])[N:12]=2)[N:10]=1. (3) Given the product [C:1](=[O:13])([O:5][CH2:6][CH2:7][O:8][CH2:9][CH2:10][O:11][CH3:12])[O:2][CH2:3][O:42][C:29]1[C:28](=[O:43])[C:27]([C:25]([NH:24][CH2:23][C:17]2[CH:18]=[CH:19][C:20]([F:22])=[CH:21][C:16]=2[F:15])=[O:26])=[CH:41][N:31]2[C:30]=1[C:35](=[O:36])[N:34]1[C@@H:37]([CH3:40])[CH2:38][O:39][C@@H:33]1[CH2:32]2, predict the reactants needed to synthesize it. The reactants are: [C:1](=[O:13])([O:5][CH2:6][CH2:7][O:8][CH2:9][CH2:10][O:11][CH3:12])[O:2][CH2:3]I.[Na].[F:15][C:16]1[CH:21]=[C:20]([F:22])[CH:19]=[CH:18][C:17]=1[CH2:23][NH:24][C:25]([C:27]1[C:28](=[O:43])[C:29]([OH:42])=[C:30]2[C:35](=[O:36])[N:34]3[C@@H:37]([CH3:40])[CH2:38][O:39][C@@H:33]3[CH2:32][N:31]2[CH:41]=1)=[O:26].C(=O)([O-])[O-]. (4) Given the product [O:41]=[C:13]1[CH2:12][CH:11]([CH2:8][CH2:9][CH3:10])[CH2:15][N:14]1[CH2:16][C:17]1[N:18]([CH2:5][C:4]([O:3][CH2:1][CH3:2])=[O:7])[CH:19]=[N:20][CH:21]=1, predict the reactants needed to synthesize it. The reactants are: [CH2:1]([O:3][C:4](=[O:7])[CH2:5]Br)[CH3:2].[CH2:8]([CH:11]1[CH2:15][N:14]([CH2:16][C:17]2[N:18]=[CH:19][N:20](C(C3C=CC=CC=3)(C3C=CC=CC=3)C3C=CC=CC=3)[CH:21]=2)[C:13](=[O:41])[CH2:12]1)[CH2:9][CH3:10]. (5) Given the product [CH2:1]([N:3]1[C:7]2=[N:8][C:9]([CH2:59][CH3:60])=[C:10]([CH2:19][NH:20][C:21]([C:23]3[CH:28]=[CH:27][CH:26]=[C:25]([C:29]([NH:31][CH2:32][C:33]4[CH:34]=[C:35]([C:39]5[CH:44]=[CH:43][CH:42]=[C:41]([CH2:45][N:46]([CH2:51][CH3:50])[CH2:47][CH2:48][NH:49][CH3:52])[CH:40]=5)[CH:36]=[CH:37][CH:38]=4)=[O:30])[CH:24]=3)=[O:22])[C:11]([NH:12][CH:13]3[CH2:14][CH2:15][O:16][CH2:17][CH2:18]3)=[C:6]2[CH:5]=[N:4]1)[CH3:2], predict the reactants needed to synthesize it. The reactants are: [CH2:1]([N:3]1[C:7]2=[N:8][C:9]([CH2:59][CH3:60])=[C:10]([CH2:19][NH:20][C:21]([C:23]3[CH:24]=[C:25]([C:29]([NH:31][CH2:32][C:33]4[CH:34]=[C:35]([C:39]5[CH:44]=[CH:43][CH:42]=[C:41]([CH2:45][N:46]6[CH2:51][CH2:50][N:49]([C:52](OC(C)(C)C)=O)[CH2:48][CH2:47]6)[CH:40]=5)[CH:36]=[CH:37][CH:38]=4)=[O:30])[CH:26]=[CH:27][CH:28]=3)=[O:22])[C:11]([NH:12][CH:13]3[CH2:18][CH2:17][O:16][CH2:15][CH2:14]3)=[C:6]2[CH:5]=[N:4]1)[CH3:2].C(O)(C(F)(F)F)=O. (6) Given the product [O:14]=[C:4]1[CH:3]([CH2:2][O:1][C:29](=[O:30])[NH:28][CH:22]2[CH2:27][CH2:26][CH2:25][CH2:24][CH2:23]2)[CH2:9][CH2:8][S:7][C:6]2[CH:10]=[CH:11][CH:12]=[CH:13][C:5]1=2, predict the reactants needed to synthesize it. The reactants are: [OH:1][CH2:2][CH:3]1[CH2:9][CH2:8][S:7][C:6]2[CH:10]=[CH:11][CH:12]=[CH:13][C:5]=2[C:4]1=[O:14].C(N(CC)CC)C.[CH:22]1([N:28]=[C:29]=[O:30])[CH2:27][CH2:26][CH2:25][CH2:24][CH2:23]1. (7) Given the product [CH2:28]([O:27][C:21]1[CH:20]=[C:19]2[C:24]([C:11]([C:8]3[CH:9]=[CH:10][C:5]([C:3]([OH:2])=[O:33])=[N:6][CH:7]=3)=[N:12][C@H:13]3[C@@H:18]2[CH2:17][C@H:16]([OH:30])[CH2:15][CH2:14]3)=[CH:23][C:22]=1[O:25][CH3:26])[CH3:29], predict the reactants needed to synthesize it. The reactants are: C[O:2][C:3]([C:5]1[CH:10]=[CH:9][C:8]([C:11]2[C:24]3[C:19](=[CH:20][C:21]([O:27][CH2:28][CH3:29])=[C:22]([O:25][CH3:26])[CH:23]=3)[C@@H:18]3[C@@H:13]([CH2:14][CH2:15][C@@H:16]([OH:30])[CH2:17]3)[N:12]=2)=[CH:7][N:6]=1)=N.O.P(=O)(O)(O)[OH:33].P([O-])([O-])(O)=O.[Na+].[Na+].